Task: Binary Classification. Given a T-cell receptor sequence (or CDR3 region) and an epitope sequence, predict whether binding occurs between them.. Dataset: TCR-epitope binding with 47,182 pairs between 192 epitopes and 23,139 TCRs (1) The epitope is FIAGLIAIV. The TCR CDR3 sequence is CASTLPGYGQYF. Result: 1 (the TCR binds to the epitope). (2) The epitope is RLRAEAQVK. The TCR CDR3 sequence is CASSWLAGDNEQFF. Result: 0 (the TCR does not bind to the epitope). (3) The epitope is YFPLQSYGF. The TCR CDR3 sequence is CASSQVLANTDTQYF. Result: 1 (the TCR binds to the epitope). (4) The epitope is LLLGIGILV. The TCR CDR3 sequence is CASTRLLGSADTQYF. Result: 0 (the TCR does not bind to the epitope). (5) The epitope is ATVVIGTSK. The TCR CDR3 sequence is CASSSGQGNQPQHF. Result: 0 (the TCR does not bind to the epitope). (6) The epitope is LPAADLDDF. The TCR CDR3 sequence is CSASSGRTGGSYEQYF. Result: 1 (the TCR binds to the epitope). (7) The epitope is SGPLKAEIAQRLED. The TCR CDR3 sequence is CASSQDRGGNEKLFF. Result: 0 (the TCR does not bind to the epitope). (8) The epitope is NYSGVVTTVMF. The TCR CDR3 sequence is CASSGWTGPNTEAFF. Result: 0 (the TCR does not bind to the epitope). (9) The epitope is RLYYDSMSY. The TCR CDR3 sequence is CASSPMGSATQYF. Result: 0 (the TCR does not bind to the epitope).